Dataset: Full USPTO retrosynthesis dataset with 1.9M reactions from patents (1976-2016). Task: Predict the reactants needed to synthesize the given product. (1) Given the product [C:12]([C:10]1[CH:11]=[C:7]([NH:6][C:5]([NH:53][C@@H:54]2[C:63]3[C:58](=[CH:59][CH:60]=[CH:61][CH:62]=3)[C@H:57]([O:64][C:65]3[CH:66]=[CH:67][C:68]4[N:69]([C:71]([N:74]5[CH2:75][CH2:76][CH2:77][CH2:78][CH2:79]5)=[N:72][N:73]=4)[CH:70]=3)[CH2:56][CH2:55]2)=[O:30])[N:8]([C:16]2[N:17]=[CH:18][N:19]([CH2:21][CH2:22][O:23][CH:24]3[CH2:29][CH2:28][CH2:27][CH2:26][O:25]3)[CH:20]=2)[N:9]=1)([CH3:13])([CH3:14])[CH3:15], predict the reactants needed to synthesize it. The reactants are: ClC(Cl)(Cl)CO[C:5](=[O:30])[NH:6][C:7]1[N:8]([C:16]2[N:17]=[CH:18][N:19]([CH2:21][CH2:22][O:23][CH:24]3[CH2:29][CH2:28][CH2:27][CH2:26][O:25]3)[CH:20]=2)[N:9]=[C:10]([C:12]([CH3:15])([CH3:14])[CH3:13])[CH:11]=1.C(C1C=C(NC([NH:53][C@@H:54]2[C:63]3[C:58](=[CH:59][CH:60]=[CH:61][CH:62]=3)[C@H:57]([O:64][C:65]3[CH:66]=[CH:67][C:68]4[N:69]([C:71]([N:74]5[CH2:79][CH2:78][CH2:77][CH2:76][CH2:75]5)=[N:72][N:73]=4)[CH:70]=3)[CH2:56][CH2:55]2)=O)N(C2C=CC(CO)=CC=2)N=1)(C)(C)C. (2) Given the product [CH3:1][O:2][C:3]1[CH:4]=[C:5]2[C:10](=[CH:11][C:12]=1[O:13][CH3:14])[CH:9]=[N:8][CH:7]=[C:6]2[CH2:15][C:16]1[NH:17][C:18]2[N:19]([CH2:28][C:29]3([CH3:32])[CH2:31][CH2:30]3)[C:20](=[O:27])[N:21]([CH3:26])[C:22](=[O:25])[C:23]=2[N:24]=1, predict the reactants needed to synthesize it. The reactants are: [CH3:1][O:2][C:3]1[CH:4]=[C:5]2[C:10](=[CH:11][C:12]=1[O:13][CH3:14])[CH:9]=[N:8][CH:7]=[C:6]2[CH2:15][C:16]1[NH:24][C:23]2[C:22](=[O:25])[N:21]([CH3:26])[C:20](=[O:27])[N:19]([CH2:28][C:29]([CH3:31])=[CH2:30])[C:18]=2[N:17]=1.[CH2:32]([Zn]CC)C.ClCI. (3) Given the product [C:31]([N:8]1[C:9]2[C:4](=[CH:3][C:2]([Br:1])=[CH:11][CH:10]=2)[C@H:5]([NH:14][C:15](=[O:24])[O:16][CH2:17][C:18]2[CH:23]=[CH:22][CH:21]=[CH:20][CH:19]=2)[C@@H:6]([CH3:13])[C@@H:7]1[CH3:12])(=[O:33])[CH3:32], predict the reactants needed to synthesize it. The reactants are: [Br:1][C:2]1[CH:3]=[C:4]2[C:9](=[CH:10][CH:11]=1)[NH:8][C@@H:7]([CH3:12])[C@H:6]([CH3:13])[C@H:5]2[NH:14][C:15](=[O:24])[O:16][CH2:17][C:18]1[CH:23]=[CH:22][CH:21]=[CH:20][CH:19]=1.N1C=CC=CC=1.[C:31](Cl)(=[O:33])[CH3:32]. (4) Given the product [Br:13][C:8]1[C:7]2[C:11](=[CH:12][C:4]([N+:1]([O-:3])=[O:2])=[CH:5][CH:6]=2)[NH:10][N:9]=1, predict the reactants needed to synthesize it. The reactants are: [N+:1]([C:4]1[CH:12]=[C:11]2[C:7]([CH:8]=[N:9][NH:10]2)=[CH:6][CH:5]=1)([O-:3])=[O:2].[Br:13]Br.